Dataset: Forward reaction prediction with 1.9M reactions from USPTO patents (1976-2016). Task: Predict the product of the given reaction. (1) Given the reactants [Br:1][C:2]1[CH:3]=[C:4]([CH:8]2[NH:12][C:11]3([CH2:17][CH2:16][CH2:15][CH2:14][CH2:13]3)[NH:10][C:9]2=[O:18])[CH:5]=[CH:6][CH:7]=1.BrN1C(=O)CCC1=O.C([O-])(O)=O.[Na+], predict the reaction product. The product is: [Br:1][C:2]1[CH:3]=[C:4]([C:8]2[C:9](=[O:18])[NH:10][C:11]3([CH2:17][CH2:16][CH2:15][CH2:14][CH2:13]3)[N:12]=2)[CH:5]=[CH:6][CH:7]=1. (2) Given the reactants C[O:2][C:3](=[O:40])[C:4]1[CH:9]=[CH:8][C:7]([N:10]([CH2:12][CH2:13][C:14]2[C:22]3[C:17](=[CH:18][CH:19]=[C:20]([Cl:23])[CH:21]=3)[N:16]([CH:24]([C:31]3[CH:36]=[CH:35][CH:34]=[CH:33][CH:32]=3)[C:25]3[CH:30]=[CH:29][CH:28]=[CH:27][CH:26]=3)[C:15]=2[CH2:37][CH2:38][NH2:39])[CH3:11])=[CH:6][CH:5]=1.[C:41]1([CH2:47][S:48](Cl)(=[O:50])=[O:49])[CH:46]=[CH:45][CH:44]=[CH:43][CH:42]=1, predict the reaction product. The product is: [CH:24]([N:16]1[C:17]2[C:22](=[CH:21][C:20]([Cl:23])=[CH:19][CH:18]=2)[C:14]([CH2:13][CH2:12][N:10]([CH3:11])[C:7]2[CH:6]=[CH:5][C:4]([C:3]([OH:2])=[O:40])=[CH:9][CH:8]=2)=[C:15]1[CH2:37][CH2:38][NH:39][S:48]([CH2:47][C:41]1[CH:46]=[CH:45][CH:44]=[CH:43][CH:42]=1)(=[O:50])=[O:49])([C:31]1[CH:32]=[CH:33][CH:34]=[CH:35][CH:36]=1)[C:25]1[CH:26]=[CH:27][CH:28]=[CH:29][CH:30]=1. (3) Given the reactants Cl[Si](C)(C)C.[O:6]=[C:7]1[CH2:12][CH2:11][N:10]([C:13]([O:15][C:16]([CH3:19])([CH3:18])[CH3:17])=[O:14])[CH2:9][CH2:8]1.C(N(CC)CC)C.C(=O)(O)[O-].[Na+].[Br:32]N1C(=O)CCC1=O, predict the reaction product. The product is: [Br:32][CH:12]1[C:7](=[O:6])[CH2:8][CH2:9][N:10]([C:13]([O:15][C:16]([CH3:19])([CH3:18])[CH3:17])=[O:14])[CH2:11]1. (4) Given the reactants [CH3:1][N:2]1[CH2:7][CH2:6][N:5]([CH2:8][C:9]2[CH:14]=[CH:13][CH:12]=[CH:11][C:10]=2[C:15](=[O:33])/[CH:16]=[CH:17]/[C:18]2[CH:19]=[C:20](/[CH:24]=[CH:25]/[C:26]([O:28]C(C)(C)C)=O)[CH:21]=[CH:22][CH:23]=2)[CH2:4][CH2:3]1.C(O)(C(F)(F)F)=O.C1C=CC2[N:49]([OH:50])N=NC=2C=1.C(Cl)CCl.NOC1CCCCO1, predict the reaction product. The product is: [OH:50][NH:49][C:26](=[O:28])/[CH:25]=[CH:24]/[C:20]1[CH:21]=[CH:22][CH:23]=[C:18](/[CH:17]=[CH:16]/[C:15]([C:10]2[CH:11]=[CH:12][CH:13]=[CH:14][C:9]=2[CH2:8][N:5]2[CH2:4][CH2:3][N:2]([CH3:1])[CH2:7][CH2:6]2)=[O:33])[CH:19]=1. (5) Given the reactants [CH:1]1[C:6]([C:7]([CH2:9]Br)=O)=[CH:5][CH:4]=[C:3]([C:11]([F:14])([F:13])[F:12])[CH:2]=1.[CH3:15][C:16]1([CH3:25])[O:20][CH:19]([CH2:21][C:22]([NH2:24])=[O:23])[CH2:18][O:17]1, predict the reaction product. The product is: [CH3:15][C:16]1([CH3:25])[O:20][CH:19]([CH2:21][C:22]2[O:23][CH:9]=[C:7]([C:6]3[CH:5]=[CH:4][C:3]([C:11]([F:14])([F:13])[F:12])=[CH:2][CH:1]=3)[N:24]=2)[CH2:18][O:17]1. (6) Given the reactants [C@@H:1]1([N:10]2[C:19]3[N:18]=[CH:17][N:16]=[C:14]([NH2:15])[C:13]=3[N:12]=[CH:11]2)[O:9][C@H:6]([CH2:7][OH:8])[C@@H:4]([OH:5])[C@H:2]1[OH:3].S(Cl)([Cl:22])=O.N1C=CC=CC=1, predict the reaction product. The product is: [Cl:22][C@@:1]1([N:10]2[C:19]3[N:18]=[CH:17][N:16]=[C:14]([NH2:15])[C:13]=3[N:12]=[CH:11]2)[O:9][C@H:6]([CH2:7][OH:8])[C@@H:4]([OH:5])[C@H:2]1[OH:3].